This data is from Full USPTO retrosynthesis dataset with 1.9M reactions from patents (1976-2016). The task is: Predict the reactants needed to synthesize the given product. (1) Given the product [CH2:23]([C@:25]1([CH3:45])[O:29][C:28](=[S:10])[C:27]([O:31][CH:32]([CH3:34])[CH3:33])=[C:26]1[C:35]1[CH:40]=[CH:39][C:38]([S:41]([CH3:44])(=[O:43])=[O:42])=[CH:37][CH:36]=1)[CH3:24], predict the reactants needed to synthesize it. The reactants are: COC1C=CC(P2(SP(C3C=CC(OC)=CC=3)(=S)S2)=[S:10])=CC=1.[CH2:23]([C@:25]1([CH3:45])[O:29][C:28](=O)[C:27]([O:31][CH:32]([CH3:34])[CH3:33])=[C:26]1[C:35]1[CH:40]=[CH:39][C:38]([S:41]([CH3:44])(=[O:43])=[O:42])=[CH:37][CH:36]=1)[CH3:24]. (2) Given the product [CH3:25][N:20]1[CH2:21][CH2:22][CH2:23][CH2:24][CH:19]1[CH2:18][CH2:17][N:2]1[CH:3]=[C:4]([B:6]2[O:7][C:8]([CH3:9])([CH3:10])[C:11]([CH3:13])([CH3:12])[O:14]2)[CH:5]=[N:1]1, predict the reactants needed to synthesize it. The reactants are: [NH:1]1[CH:5]=[C:4]([B:6]2[O:14][C:11]([CH3:13])([CH3:12])[C:8]([CH3:10])([CH3:9])[O:7]2)[CH:3]=[N:2]1.Cl.Cl[CH2:17][CH2:18][CH:19]1[CH2:24][CH2:23][CH2:22][CH2:21][N:20]1[CH3:25]. (3) Given the product [CH2:1]([C:3]1[C:4]([C:11]([O:13][CH3:14])=[O:12])=[C:5]([CH:9]=[O:10])[NH:6][C:7]=1[C:17]1[S:18][CH:19]=[CH:20][CH:21]=1)[CH3:2], predict the reactants needed to synthesize it. The reactants are: [CH2:1]([C:3]1[C:4]([C:11]([O:13][CH3:14])=[O:12])=[C:5]([CH:9]=[O:10])[NH:6][C:7]=1I)[CH3:2].Br[Zn][C:17]1[S:18][CH:19]=[CH:20][CH:21]=1.CN1CCCC1. (4) Given the product [C:34]([O:33][C:31](=[O:32])[C:30]([C:16]1[CH:15]=[C:14]([F:13])[C:19]([C:2]2[N:7]=[C:6]([C:8]([O:10][CH3:11])=[O:9])[CH:5]=[CH:4][C:3]=2[F:12])=[C:18]([F:29])[CH:17]=1)([CH3:39])[CH3:38])([CH3:35])([CH3:36])[CH3:37], predict the reactants needed to synthesize it. The reactants are: Br[C:2]1[N:7]=[C:6]([C:8]([O:10][CH3:11])=[O:9])[CH:5]=[CH:4][C:3]=1[F:12].[F:13][C:14]1[CH:15]=[C:16]([C:30]([CH3:39])([CH3:38])[C:31]([O:33][C:34]([CH3:37])([CH3:36])[CH3:35])=[O:32])[CH:17]=[C:18]([F:29])[C:19]=1B1OC(C)(C)C(C)(C)O1.